This data is from Full USPTO retrosynthesis dataset with 1.9M reactions from patents (1976-2016). The task is: Predict the reactants needed to synthesize the given product. Given the product [CH2:38]([O:41][C:42](=[O:47])[NH:43][CH2:44][CH2:45][NH:46][C:17]1[C:12]2[C:11]3[CH2:35][CH2:36][NH:8][CH2:9][C:10]=3[S:34][C:13]=2[N:14]=[C:15]([C:28]2[CH:29]=[CH:30][N:31]=[CH:32][CH:33]=2)[N:16]=1)[CH:39]=[CH2:40], predict the reactants needed to synthesize it. The reactants are: C(OC([N:8]1[CH2:36][CH2:35][C:11]2[C:12]3[C:17](OS(C4C=CC=CC=4)(=O)=O)=[N:16][C:15]([C:28]4[CH:33]=[CH:32][N:31]=[CH:30][CH:29]=4)=[N:14][C:13]=3[S:34][C:10]=2[CH2:9]1)=O)(C)(C)C.Cl.[CH2:38]([O:41][C:42](=[O:47])[NH:43][CH2:44][CH2:45][NH2:46])[CH:39]=[CH2:40].CCN(CC)CC.C(O)(C(F)(F)F)=O.